This data is from Full USPTO retrosynthesis dataset with 1.9M reactions from patents (1976-2016). The task is: Predict the reactants needed to synthesize the given product. (1) Given the product [C:3]([O:2][CH3:1])(=[O:15])[C:4]1[CH:9]=[CH:8][CH:7]=[CH:6][CH:5]=1, predict the reactants needed to synthesize it. The reactants are: [CH3:1][O:2][C:3](=[O:15])[C:4]1[CH:9]=[C:8](S(C)(=O)=O)[CH:7]=[CH:6][C:5]=1Cl.C(=O)(O)[O-].[Na+].C1(P(C2C=CC=CC=2)C2C=CC=CC=2)C=CC=CC=1.CN(C)C=O.O. (2) Given the product [Cl:32][CH2:3][CH2:4][CH2:5][CH2:6][CH2:7][N:8]1[C:16]2[C:11](=[CH:12][CH:13]=[CH:14][CH:15]=2)[CH:10]=[CH:9]1, predict the reactants needed to synthesize it. The reactants are: ClC[CH2:3][CH2:4][CH2:5][CH2:6][CH2:7][N:8]1[C:16]2[C:11](=[CH:12][CH:13]=[CH:14][CH:15]=2)[CH:10]=[CH:9]1.N1C2C(=CC=CC=2)C=C1.BrCCCCC[Cl:32]. (3) Given the product [NH:8]1[CH2:9][CH2:10][CH:11]([NH:14][C:15]2[N:16]=[C:17]([NH:27][C:28]3[CH:33]=[CH:32][CH:31]=[C:30]([C:34]([F:37])([F:36])[F:35])[CH:29]=3)[N:18]=[C:19]([O:21][CH2:22][C:23]([F:26])([F:24])[F:25])[N:20]=2)[CH2:12][CH2:13]1, predict the reactants needed to synthesize it. The reactants are: C(OC([N:8]1[CH2:13][CH2:12][CH:11]([NH:14][C:15]2[N:20]=[C:19]([O:21][CH2:22][C:23]([F:26])([F:25])[F:24])[N:18]=[C:17]([NH:27][C:28]3[CH:33]=[CH:32][CH:31]=[C:30]([C:34]([F:37])([F:36])[F:35])[CH:29]=3)[N:16]=2)[CH2:10][CH2:9]1)=O)(C)(C)C.Cl.[OH-].[Na+]. (4) Given the product [Cl:1][C:2]1[CH:3]=[C:4]([NH:9][C:10]2[C:19]3[C:14](=[CH:15][C:16]([O:21][CH3:22])=[C:17]([O:20][CH2:28][CH2:29][CH2:30][N:31]4[CH2:36][CH2:35][N:34]([C:37]([O:39][C:40]([CH3:41])([CH3:43])[CH3:42])=[O:38])[CH2:33][CH2:32]4)[CH:18]=3)[N:13]=[CH:12][N:11]=2)[CH:5]=[CH:6][C:7]=1[F:8], predict the reactants needed to synthesize it. The reactants are: [Cl:1][C:2]1[CH:3]=[C:4]([NH:9][C:10]2[C:19]3[C:14](=[CH:15][C:16]([O:21][CH3:22])=[C:17]([OH:20])[CH:18]=3)[N:13]=[CH:12][N:11]=2)[CH:5]=[CH:6][C:7]=1[F:8].CS(O[CH2:28][CH2:29][CH2:30][N:31]1[CH2:36][CH2:35][N:34]([C:37]([O:39][C:40]([CH3:43])([CH3:42])[CH3:41])=[O:38])[CH2:33][CH2:32]1)(=O)=O.OCCCN1CCN(C(OC(C)(C)C)=O)CC1.CS(OS(C)(=O)=O)(=O)=O.C(=O)([O-])[O-].[K+].[K+].